From a dataset of Full USPTO retrosynthesis dataset with 1.9M reactions from patents (1976-2016). Predict the reactants needed to synthesize the given product. (1) Given the product [CH3:33][C:34]1[CH:39]=[C:38]([CH3:40])[N:37]=[C:36]([NH:41][C:7]([C:6]2[C:5]3[CH:10]=[CH:11][C:12]([O:14][C:15]4[C:24]5[C:19](=[CH:20][C:21]([O:25][CH2:26][CH2:27][N:28]6[CH2:32][CH2:31][CH2:30][CH2:29]6)=[CH:22][CH:23]=5)[N:18]=[CH:17][CH:16]=4)=[CH:13][C:4]=3[O:3][C:2]=2[CH3:1])=[O:8])[CH:35]=1, predict the reactants needed to synthesize it. The reactants are: [CH3:1][C:2]1[O:3][C:4]2[CH:13]=[C:12]([O:14][C:15]3[C:24]4[C:19](=[CH:20][C:21]([O:25][CH2:26][CH2:27][N:28]5[CH2:32][CH2:31][CH2:30][CH2:29]5)=[CH:22][CH:23]=4)[N:18]=[CH:17][CH:16]=3)[CH:11]=[CH:10][C:5]=2[C:6]=1[C:7](O)=[O:8].[CH3:33][C:34]1[CH:39]=[C:38]([CH3:40])[N:37]=[C:36]([NH2:41])[CH:35]=1.CN(C(ON1N=NC2C=CC=NC1=2)=[N+](C)C)C.F[P-](F)(F)(F)(F)F.CCN(CC)CC. (2) Given the product [Cl:19][C:17]1[CH:16]=[CH:15][C:14]2[N:8]([CH2:7][C:6]([CH3:55])([CH3:54])[CH2:5][OH:4])[C:9](=[O:53])[C@@H:10]([CH2:30][C:31]([NH:33][C:34]3[CH:35]=[CH:36][C:37]4[O:41][C:40]([C:42]([OH:44])=[O:43])=[C:39]([O:47][CH2:48][C:49]([OH:51])=[O:50])[C:38]=4[CH:52]=3)=[O:32])[O:11][C@H:12]([C:20]3[CH:25]=[CH:24][CH:23]=[C:22]([O:26][CH3:27])[C:21]=3[O:28][CH3:29])[C:13]=2[CH:18]=1, predict the reactants needed to synthesize it. The reactants are: C([O:4][CH2:5][C:6]([CH3:55])([CH3:54])[CH2:7][N:8]1[C:14]2[CH:15]=[CH:16][C:17]([Cl:19])=[CH:18][C:13]=2[C@@H:12]([C:20]2[CH:25]=[CH:24][CH:23]=[C:22]([O:26][CH3:27])[C:21]=2[O:28][CH3:29])[O:11][C@H:10]([CH2:30][C:31]([NH:33][C:34]2[CH:35]=[CH:36][C:37]3[O:41][C:40]([C:42]([O:44]CC)=[O:43])=[C:39]([O:47][CH2:48][C:49]([OH:51])=[O:50])[C:38]=3[CH:52]=2)=[O:32])[C:9]1=[O:53])(=O)C.[OH-].[Na+].Cl. (3) Given the product [O:1]1[C:5]2([CH2:6][CH2:7][CH:8]([CH:11]3[CH2:16][CH2:15][C:14]([C:25]4[CH:26]=[CH:27][C:22]([CH2:21][CH2:20][CH3:19])=[CH:23][CH:24]=4)([OH:17])[CH2:13][CH2:12]3)[CH2:9][CH2:10]2)[O:4][CH2:3][CH2:2]1, predict the reactants needed to synthesize it. The reactants are: [O:1]1[C:5]2([CH2:10][CH2:9][CH:8]([CH:11]3[CH2:16][CH2:15][C:14](=[O:17])[CH2:13][CH2:12]3)[CH2:7][CH2:6]2)[O:4][CH2:3][CH2:2]1.Br[CH2:19][CH2:20][CH2:21][C:22]1[CH:27]=[CH:26][CH:25]=[CH:24][CH:23]=1.[Mg].[Cl-].[NH4+].Cl. (4) Given the product [Si:26]([O:34][C:14]1[CH:15]=[CH:16][CH:11]=[CH:12][C:13]=1[Br:18])([C:29]([CH3:32])([CH3:31])[CH3:30])([CH3:28])[CH3:27], predict the reactants needed to synthesize it. The reactants are: C12([C:11]3[CH:12]=[C:13]([Br:18])[CH:14]=[CH:15][C:16]=3O)CC3CC(CC(C3)C1)C2.C(N(CC)CC)C.[Si:26](Cl)([C:29]([CH3:32])([CH3:31])[CH3:30])([CH3:28])[CH3:27].[OH2:34]. (5) Given the product [N:26]([CH2:20][C:18]1[N:19]=[C:14]2[CH:13]=[CH:12][N:11]([S:1]([C:4]3[CH:10]=[CH:9][C:7]([CH3:8])=[CH:6][CH:5]=3)(=[O:3])=[O:2])[C:15]2=[N:16][CH:17]=1)=[N+:27]=[N-:28], predict the reactants needed to synthesize it. The reactants are: [S:1]([N:11]1[C:15]2=[N:16][CH:17]=[C:18]([CH2:20]O)[N:19]=[C:14]2[CH:13]=[CH:12]1)([C:4]1[CH:10]=[CH:9][C:7]([CH3:8])=[CH:6][CH:5]=1)(=[O:3])=[O:2].O=S(Cl)Cl.[N-:26]=[N+:27]=[N-:28].[Na+].CCOC(C)=O. (6) Given the product [Cl:1][C:2]1[C:3]([C:33]([F:36])([F:35])[F:34])=[C:4]([CH:30]=[CH:31][CH:32]=1)[CH2:5][N:6]1[C:11](=[O:12])[C:10]([C:13]([O:15][CH2:16][CH3:17])=[O:14])=[CH:9][N:8]([C:18]2[CH:28]=[CH:27][C:21]3[N:22]([CH3:26])[C:23](=[O:25])[N:24]([CH2:43][C:44]([F:47])([F:46])[F:45])[C:20]=3[CH:19]=2)[C:7]1=[O:29], predict the reactants needed to synthesize it. The reactants are: [Cl:1][C:2]1[C:3]([C:33]([F:36])([F:35])[F:34])=[C:4]([CH:30]=[CH:31][CH:32]=1)[CH2:5][N:6]1[C:11](=[O:12])[C:10]([C:13]([O:15][CH2:16][CH3:17])=[O:14])=[CH:9][N:8]([C:18]2[CH:28]=[CH:27][C:21]3[N:22]([CH3:26])[C:23](=[O:25])[NH:24][C:20]=3[CH:19]=2)[C:7]1=[O:29].ClC(Cl)(Cl)S(O[CH2:43][C:44]([F:47])([F:46])[F:45])(=O)=O.C(=O)([O-])[O-].[K+].[K+].[I-].[K+]. (7) Given the product [F:33][C:32]([F:35])([F:34])[C:30]([OH:36])=[O:31].[NH2:7][C@H:8]1[CH2:14][O:13][C:12]2[CH:15]=[CH:16][C:17]([C:19]([N:21]([CH3:22])[CH3:26])=[O:20])=[CH:18][C:11]=2[N:10]([CH3:27])[C:9]1=[O:28], predict the reactants needed to synthesize it. The reactants are: C(OC(=O)[NH:7][C@H:8]1[CH2:14][O:13][C:12]2[CH:15]=[CH:16][C:17]([C:19]([N:21]3[CH2:26]COC[CH2:22]3)=[O:20])=[CH:18][C:11]=2[N:10]([CH3:27])[C:9]1=[O:28])(C)(C)C.[C:30]([OH:36])([C:32]([F:35])([F:34])[F:33])=[O:31]. (8) The reactants are: [NH2:1][C:2]1[N:7]=[C:6]([C:8]2[CH:15]=[CH:14][C:11]([C:12]#[N:13])=[C:10](F)[CH:9]=2)[CH:5]=[C:4]([N:17]2[CH2:20][CH2:19][CH2:18]2)[N:3]=1.O.[NH2:22][NH2:23]. Given the product [NH2:1][C:2]1[N:7]=[C:6]([C:8]2[CH:9]=[C:10]3[C:11]([C:12]([NH2:13])=[N:22][NH:23]3)=[CH:14][CH:15]=2)[CH:5]=[C:4]([N:17]2[CH2:20][CH2:19][CH2:18]2)[N:3]=1, predict the reactants needed to synthesize it. (9) The reactants are: O.O.O.O.O.O.O.O.O(Cl)Cl.[Zr:12].O.O.C(O)(=O)C(O)=O.[P:21](=[O:25])([OH:24])([OH:23])[OH:22]. Given the product [P:21]([O-:25])([O-:24])([O-:23])=[O:22].[Zr+4:12].[P:21]([O-:25])([O-:24])([O-:23])=[O:22].[P:21]([O-:25])([O-:24])([O-:23])=[O:22].[P:21]([O-:25])([O-:24])([O-:23])=[O:22].[Zr+4:12].[Zr+4:12], predict the reactants needed to synthesize it.